Dataset: Retrosynthesis with 50K atom-mapped reactions and 10 reaction types from USPTO. Task: Predict the reactants needed to synthesize the given product. (1) Given the product COc1ccc(CN(C(=O)OC(C)(C)C)c2ccc(C=O)c(F)n2)cc1, predict the reactants needed to synthesize it. The reactants are: CC(C)(C)OC(=O)OC(=O)OC(C)(C)C.COc1ccc(CNc2ccc(C=O)c(F)n2)cc1. (2) Given the product Nc1nc(N)c(CCCOc2ccc(C(=O)O)cc2)c(=O)[nH]1, predict the reactants needed to synthesize it. The reactants are: CCOC(=O)c1ccc(OCCCc2c(N)nc(N)[nH]c2=O)cc1.